From a dataset of NCI-60 drug combinations with 297,098 pairs across 59 cell lines. Regression. Given two drug SMILES strings and cell line genomic features, predict the synergy score measuring deviation from expected non-interaction effect. (1) Drug 1: CCC1=C2CN3C(=CC4=C(C3=O)COC(=O)C4(CC)O)C2=NC5=C1C=C(C=C5)O. Drug 2: C1=NNC2=C1C(=O)NC=N2. Cell line: HS 578T. Synergy scores: CSS=28.3, Synergy_ZIP=-3.22, Synergy_Bliss=4.09, Synergy_Loewe=-71.9, Synergy_HSA=2.58. (2) Cell line: OVCAR-8. Drug 2: CCCS(=O)(=O)NC1=C(C(=C(C=C1)F)C(=O)C2=CNC3=C2C=C(C=N3)C4=CC=C(C=C4)Cl)F. Synergy scores: CSS=24.3, Synergy_ZIP=-1.94, Synergy_Bliss=1.11, Synergy_Loewe=-17.3, Synergy_HSA=-0.672. Drug 1: CC1OCC2C(O1)C(C(C(O2)OC3C4COC(=O)C4C(C5=CC6=C(C=C35)OCO6)C7=CC(=C(C(=C7)OC)O)OC)O)O.